From a dataset of Forward reaction prediction with 1.9M reactions from USPTO patents (1976-2016). Predict the product of the given reaction. (1) Given the reactants [Cl:1][C:2]1[CH:7]=[CH:6][C:5]([C:8]([C:16]2[CH:17]=[C:18]3[C:23](=[CH:24][CH:25]=2)[N:22]=[C:21](Cl)[C:20]([C:27]2[CH:32]=[CH:31][CH:30]=[CH:29][CH:28]=2)=[C:19]3[Cl:33])([C:10]2[N:14]([CH3:15])[CH:13]=[N:12][CH:11]=2)[OH:9])=[CH:4][CH:3]=1.Cl.[CH3:35][NH:36][O:37][CH3:38].CN(C)C=O, predict the reaction product. The product is: [Cl:33][C:19]1[C:18]2[C:23](=[CH:24][CH:25]=[C:16]([C:8]([C:5]3[CH:4]=[CH:3][C:2]([Cl:1])=[CH:7][CH:6]=3)([C:10]3[N:14]([CH3:15])[CH:13]=[N:12][CH:11]=3)[OH:9])[CH:17]=2)[N:22]=[C:21]([N:36]([O:37][CH3:38])[CH3:35])[C:20]=1[C:27]1[CH:28]=[CH:29][CH:30]=[CH:31][CH:32]=1. (2) Given the reactants CN(C)C=O.[I:6][C:7]1[CH:15]=[CH:14][C:10]([C:11](O)=[O:12])=[CH:9][C:8]=1[O:16][CH3:17].S(Cl)([Cl:21])(=O)=O, predict the reaction product. The product is: [I:6][C:7]1[CH:15]=[CH:14][C:10]([C:11]([Cl:21])=[O:12])=[CH:9][C:8]=1[O:16][CH3:17]. (3) Given the reactants [CH2:1]([O:3][C:4](=[O:39])[CH2:5][CH:6]([C:29]1[CH:38]=[N:37][C:36]2[C:31](=[CH:32][CH:33]=[CH:34][CH:35]=2)[N:30]=1)[CH:7]=[CH:8][CH2:9][CH2:10][CH2:11][CH2:12][C:13]1[CH:18]=[CH:17][CH:16]=[C:15]([NH:19][CH2:20][C:21]2[CH:26]=[CH:25][C:24]([O:27][CH3:28])=[CH:23][CH:22]=2)[N:14]=1)[CH3:2].C([O-])=O.[NH4+], predict the reaction product. The product is: [CH2:1]([O:3][C:4](=[O:39])[CH2:5][CH:6]([C:29]1[CH:38]=[N:37][C:36]2[C:31](=[CH:32][CH:33]=[CH:34][CH:35]=2)[N:30]=1)[CH2:7][CH2:8][CH2:9][CH2:10][CH2:11][CH2:12][C:13]1[CH:18]=[CH:17][CH:16]=[C:15]([NH:19][CH2:20][C:21]2[CH:22]=[CH:23][C:24]([O:27][CH3:28])=[CH:25][CH:26]=2)[N:14]=1)[CH3:2].